From a dataset of Forward reaction prediction with 1.9M reactions from USPTO patents (1976-2016). Predict the product of the given reaction. (1) The product is: [CH2:13]([N:15]([CH2:28][CH3:29])[CH2:16][CH2:17][O:18][C:19]1[CH:24]=[CH:23][C:22]([N:25]=[C:32]=[O:33])=[CH:21][CH:20]=1)[CH3:14]. Given the reactants C(N1C=CN=C1)(N1C=CN=C1)=S.[CH2:13]([N:15]([CH2:28][CH3:29])[CH2:16][CH2:17][O:18][C:19]1[CH:24]=[CH:23][C:22]([N+:25]([O-])=O)=[CH:21][CH:20]=1)[CH3:14].CN(C)[CH:32]=[O:33], predict the reaction product. (2) Given the reactants [CH3:1][C:2]([C@H:4]1[C@@H:8]2[C@@H:9]3[C@@:22]([CH3:25])([CH2:23][CH2:24][C@@:7]2([CH2:31][OH:32])[CH2:6][CH2:5]1)[C@@:21]1([CH3:26])[C@@H:12]([C@:13]2([CH3:30])[C@@H:18]([CH2:19][CH2:20]1)[C:17]([CH3:28])([CH3:27])[C@@H:16]([OH:29])[CH2:15][CH2:14]2)[CH2:11][CH2:10]3)=[CH2:3].CC1(C)N([O])C(C)(C)CCC1.C(Cl)Cl.OP([O-])(O)=O.[K+], predict the reaction product. The product is: [CH3:3][C:2]([C@H:4]1[C@@H:8]2[C@@H:9]3[C@@:22]([CH3:25])([CH2:23][CH2:24][C@@:7]2([CH:31]=[O:32])[CH2:6][CH2:5]1)[C@@:21]1([CH3:26])[C@@H:12]([C@:13]2([CH3:30])[C@@H:18]([CH2:19][CH2:20]1)[C:17]([CH3:28])([CH3:27])[C@@H:16]([OH:29])[CH2:15][CH2:14]2)[CH2:11][CH2:10]3)=[CH2:1].